From a dataset of Catalyst prediction with 721,799 reactions and 888 catalyst types from USPTO. Predict which catalyst facilitates the given reaction. (1) Reactant: [NH2:1][C@@H:2]1[C:8](=[O:9])[N:7]2[C@H:3]1[S:4][C:5]([CH3:15])([CH3:14])[C@@H:6]2[C:10]([O:12][CH3:13])=[O:11].Cl.Cl[CH2:18][C:19]1[CH:24]=[CH:23][CH:22]=[CH:21][N:20]=1.[N:25]1[CH:30]=[CH:29][CH:28]=[CH:27][C:26]=1[CH:31]=O.[BH4-].[Na+]. Product: [N:20]1[CH:21]=[CH:22][CH:23]=[CH:24][C:19]=1[CH2:18][N:1]([CH2:31][C:26]1[CH:27]=[CH:28][CH:29]=[CH:30][N:25]=1)[C@@H:2]1[C:8](=[O:9])[N:7]2[C@H:3]1[S:4][C:5]([CH3:15])([CH3:14])[C@@H:6]2[C:10]([O:12][CH3:13])=[O:11]. The catalyst class is: 8. (2) Reactant: [N:1]1[CH:6]=[CH:5][CH:4]=[C:3]([CH2:7][OH:8])[CH:2]=1.[H-].[Na+].[Br:11][C:12]1[CH:19]=[CH:18][C:15]([CH2:16]Br)=[CH:14][CH:13]=1. Product: [Br:11][C:12]1[CH:19]=[CH:18][C:15]([CH2:16][O:8][CH2:7][C:3]2[CH:2]=[N:1][CH:6]=[CH:5][CH:4]=2)=[CH:14][CH:13]=1. The catalyst class is: 7.